From a dataset of Forward reaction prediction with 1.9M reactions from USPTO patents (1976-2016). Predict the product of the given reaction. (1) Given the reactants [CH2:1]1[CH2:6][C@H:5]([C:7]([OH:9])=[O:8])[CH2:4][CH2:3][C@H:2]1[CH2:10][NH2:11].[C:12]([O:20][CH:21]([O:25][C:26](ON1C(=O)CCC1=O)=[O:27])[CH2:22][CH2:23][CH3:24])(=[O:19])[C:13]1[CH:18]=[CH:17][CH:16]=[CH:15][CH:14]=1, predict the reaction product. The product is: [C:12]([O:20][CH:21]([O:25][C:26]([NH:11][CH2:10][C@H:2]1[CH2:3][CH2:4][C@H:5]([C:7]([OH:9])=[O:8])[CH2:6][CH2:1]1)=[O:27])[CH2:22][CH2:23][CH3:24])(=[O:19])[C:13]1[CH:18]=[CH:17][CH:16]=[CH:15][CH:14]=1. (2) The product is: [NH2:1][C:2]([NH:4][C:5]1[S:6][C:7]([C:24]2[CH:25]=[CH:26][C:21]([CH:19]=[O:20])=[CH:22][CH:23]=2)=[CH:8][C:9]=1[C:10]([NH2:12])=[O:11])=[O:3]. Given the reactants [NH2:1][C:2]([NH:4][C:5]1[S:6][C:7](Br)=[CH:8][C:9]=1[C:10]([NH2:12])=[O:11])=[O:3].C(=O)(O)[O-].[Na+].[CH:19]([C:21]1[CH:26]=[CH:25][C:24](B(O)O)=[CH:23][CH:22]=1)=[O:20], predict the reaction product. (3) Given the reactants [OH:1][CH2:2][CH2:3][CH2:4][CH2:5][NH:6][S:7]([C:10]1[CH:15]=[CH:14][C:13](Br)=[CH:12][CH:11]=1)(=[O:9])=[O:8].[CH3:17][C:18]1[CH:19]=[C:20](B(O)O)[CH:21]=[CH:22][CH:23]=1, predict the reaction product. The product is: [OH:1][CH2:2][CH2:3][CH2:4][CH2:5][NH:6][S:7]([C:10]1[CH:15]=[CH:14][C:13]([C:22]2[CH:21]=[CH:20][CH:19]=[C:18]([CH3:17])[CH:23]=2)=[CH:12][CH:11]=1)(=[O:9])=[O:8]. (4) Given the reactants [NH:1]1[C:9]2[C:4](=[CH:5][CH:6]=[CH:7][CH:8]=2)[C:3]([CH:10]2[CH2:15][CH2:14][NH:13][CH2:12][CH2:11]2)=[CH:2]1.[CH3:16][O:17][C:18](=[O:29])[C:19]1[CH:24]=[CH:23][CH:22]=[CH:21][C:20]=1[O:25][CH2:26][CH2:27]Cl.C(=O)([O-])[O-].[K+].[K+].[I-].[K+], predict the reaction product. The product is: [NH:1]1[C:9]2[C:4](=[CH:5][CH:6]=[CH:7][CH:8]=2)[C:3]([CH:10]2[CH2:15][CH2:14][N:13]([CH2:27][CH2:26][O:25][C:20]3[CH:21]=[CH:22][CH:23]=[CH:24][C:19]=3[C:18]([O:17][CH3:16])=[O:29])[CH2:12][CH2:11]2)=[CH:2]1. (5) Given the reactants [C:1]([O:5][C:6]([N:8]1[CH2:15][CH:14]2[CH:10]([CH2:11][N:12](CC3C=CC=CC=3)[CH2:13]2)[CH2:9]1)=[O:7])([CH3:4])([CH3:3])[CH3:2], predict the reaction product. The product is: [C:1]([O:5][C:6]([N:8]1[CH2:9][CH:10]2[CH:14]([CH2:13][NH:12][CH2:11]2)[CH2:15]1)=[O:7])([CH3:4])([CH3:2])[CH3:3]. (6) Given the reactants [CH3:1][C:2]1[CH:3]=[C:4]([S:17]([C:20]2[CH:21]=[CH:22][C:23]([NH2:26])=[N:24][CH:25]=2)(=[O:19])=[O:18])[CH:5]=[CH:6][C:7]=1B1OC(C)(C)C(C)(C)O1.Cl[C:28]1[N:33]=[CH:32][C:31]([C:34]([OH:43])([C:39]([F:42])([F:41])[F:40])[C:35]([F:38])([F:37])[F:36])=[CH:30][N:29]=1.C(=O)([O-])[O-].[Cs+].[Cs+].COCCOC, predict the reaction product. The product is: [NH2:26][C:23]1[N:24]=[CH:25][C:20]([S:17]([C:4]2[CH:5]=[CH:6][C:7]([C:28]3[N:29]=[CH:30][C:31]([C:34]([OH:43])([C:35]([F:36])([F:37])[F:38])[C:39]([F:41])([F:42])[F:40])=[CH:32][N:33]=3)=[C:2]([CH3:1])[CH:3]=2)(=[O:18])=[O:19])=[CH:21][CH:22]=1.